Dataset: Forward reaction prediction with 1.9M reactions from USPTO patents (1976-2016). Task: Predict the product of the given reaction. (1) Given the reactants O.Cl.[Cl:3][C:4]1[NH:9][C:8](=[O:10])[CH:7]=[C:6]([OH:11])[C:5]=1[CH3:12].[N+:13]([O-])([OH:15])=[O:14], predict the reaction product. The product is: [Cl:3][C:4]1[NH:9][C:8](=[O:10])[C:7]([N+:13]([O-:15])=[O:14])=[C:6]([OH:11])[C:5]=1[CH3:12]. (2) Given the reactants Cl[C:2]1[N:3]=[N:4][C:5]([CH3:22])=[C:6]([C:17]2[S:18][CH:19]=[CH:20][CH:21]=2)[C:7]=1[C:8]1[C:13]([F:14])=[CH:12][C:11]([F:15])=[CH:10][C:9]=1[F:16].[CH3:23][O-:24].[Na+].[CH3:26][OH:27], predict the reaction product. The product is: [CH3:23][O:24][C:2]1[N:3]=[N:4][C:5]([CH3:22])=[C:6]([C:17]2[S:18][CH:19]=[CH:20][CH:21]=2)[C:7]=1[C:8]1[C:13]([F:14])=[CH:12][C:11]([F:15])=[CH:10][C:9]=1[F:16].[F:16][C:9]1[CH:10]=[C:11]([O:24][CH3:23])[CH:12]=[C:13]([F:14])[C:8]=1[C:7]1[C:6]([C:17]2[S:18][CH:19]=[CH:20][CH:21]=2)=[C:5]([CH3:22])[N:4]=[N:3][C:2]=1[O:27][CH3:26].